Dataset: M1 muscarinic receptor antagonist screen with 61,756 compounds. Task: Binary Classification. Given a drug SMILES string, predict its activity (active/inactive) in a high-throughput screening assay against a specified biological target. (1) The molecule is OC12C(C(N(CC1)CC(=O)Nc1ccc(cc1)C)c1cc(OC)c(O)cc1)CCCC2. The result is 0 (inactive). (2) The compound is O=C1NC2(N=C3C41CCCC3CN(C4)C)CCCCC2. The result is 0 (inactive). (3) The molecule is s1nc2c(OCC(O)=O)cccc2n1. The result is 0 (inactive).